This data is from Experimentally validated miRNA-target interactions with 360,000+ pairs, plus equal number of negative samples. The task is: Binary Classification. Given a miRNA mature sequence and a target amino acid sequence, predict their likelihood of interaction. The miRNA is hsa-miR-4662a-5p with sequence UUAGCCAAUUGUCCAUCUUUAG. The protein sequence of the target gene is MPTVEELYRNYGILADATEQVGQHKDAYQVILDGVKGGTKEKRLAAQFIPKFFKHFPELADSAINAQLDLCEDEDVSIRRQAIKELPQFATGENLPRVADILTQLLQTDDSAEFNLVNNALLSIFKMDAKGTLGGLFSQILQGEDIVRERAIKFLSTKLKTLPDEVLTKEVEELILTESKKVLEDVTGEEFVLFMKILSGLKSLQTVSGRQQLVELVAEQADLEQTFNPSDPDCVDRLLQCTRQAVPLFSKNVHSTRFVTYFCEQVLPNLGTLTTPVEGLDIQLEVLKLLAEMSSFCGDM.... Result: 1 (interaction).